Predict the product of the given reaction. From a dataset of Forward reaction prediction with 1.9M reactions from USPTO patents (1976-2016). (1) Given the reactants [CH2:1]([O:3][C:4](=[O:14])[C:5]#[C:6][C:7]1[CH:12]=[CH:11][C:10]([F:13])=[CH:9][CH:8]=1)[CH3:2].[N:15]([CH2:18][Si:19]([CH3:22])([CH3:21])[CH3:20])=[N+:16]=[N-:17], predict the reaction product. The product is: [CH2:1]([O:3][C:4]([C:5]1[N:15]([CH2:18][Si:19]([CH3:22])([CH3:21])[CH3:20])[N:16]=[N:17][C:6]=1[C:7]1[CH:8]=[CH:9][C:10]([F:13])=[CH:11][CH:12]=1)=[O:14])[CH3:2]. (2) Given the reactants Br[C:2]1[CH:7]=[CH:6][C:5]([CH:8]2[CH2:12][O:11][C:10]([NH2:13])=[N:9]2)=[CH:4][CH:3]=1.C([O-])([O-])=O.[Na+].[Na+].[F:20][C:21]1[CH:26]=[CH:25][C:24](B(O)O)=[CH:23][CH:22]=1, predict the reaction product. The product is: [F:20][C:21]1[CH:26]=[CH:25][C:24]([C:2]2[CH:7]=[CH:6][C:5]([CH:8]3[CH2:12][O:11][C:10]([NH2:13])=[N:9]3)=[CH:4][CH:3]=2)=[CH:23][CH:22]=1. (3) Given the reactants [Cl:1][C:2]1[CH:39]=[CH:38][C:5]([O:6][C:7]2[CH:12]=[CH:11][N:10]=[C:9]3[N:13](CC4C=CC(OC)=CC=4)[N:14]=[C:15]([NH:16][C@@H:17]4[CH2:21][CH2:20][N:19]([C:22](OC(C)(C)C)=[O:23])[CH2:18]4)[C:8]=23)=[CH:4][CH:3]=1.[C:40](O)([C:42](F)(F)F)=O.C(O)(=O)C=C, predict the reaction product. The product is: [Cl:1][C:2]1[CH:3]=[CH:4][C:5]([O:6][C:7]2[CH:12]=[CH:11][N:10]=[C:9]3[NH:13][N:14]=[C:15]([NH:16][C@@H:17]4[CH2:21][CH2:20][N:19]([C:22](=[O:23])[CH:40]=[CH2:42])[CH2:18]4)[C:8]=23)=[CH:38][CH:39]=1. (4) Given the reactants [NH2:1][CH2:2][C@@H:3]1[N:8]([CH2:9][C:10]2[CH:15]=[CH:14][C:13]([C:16]3[CH:21]=[CH:20][CH:19]=[CH:18][CH:17]=3)=[CH:12][CH:11]=2)[C:7](=[O:22])[C@H:6]([CH2:23][C:24]2[CH:33]=[CH:32][C:31]3[C:26](=[CH:27][CH:28]=[CH:29][CH:30]=3)[CH:25]=2)[NH:5][C:4]1=[O:34].C([O-])(=O)C.[Na+].[C:40]([O:44][C:45]([N:47]1[CH2:52][CH2:51][CH:50]([CH:53]=O)[CH2:49][CH2:48]1)=[O:46])([CH3:43])([CH3:42])[CH3:41].C([BH3-])#N.[Na+], predict the reaction product. The product is: [C:40]([O:44][C:45]([N:47]1[CH2:52][CH2:51][CH:50]([CH2:53][NH:1][CH2:2][C@H:3]2[C:4](=[O:34])[NH:5][C@@H:6]([CH2:23][C:24]3[CH:33]=[CH:32][C:31]4[C:26](=[CH:27][CH:28]=[CH:29][CH:30]=4)[CH:25]=3)[C:7](=[O:22])[N:8]2[CH2:9][C:10]2[CH:11]=[CH:12][C:13]([C:16]3[CH:17]=[CH:18][CH:19]=[CH:20][CH:21]=3)=[CH:14][CH:15]=2)[CH2:49][CH2:48]1)=[O:46])([CH3:43])([CH3:41])[CH3:42]. (5) The product is: [CH3:21][C:22]1[CH:23]=[C:24]([CH:27]=[CH:28][C:29]=1[CH3:30])[CH2:25][N:18]1[CH2:19][CH2:20][CH:15]([NH:14][C:6]2[C:5]3[C:10](=[CH:11][CH:12]=[C:3]([CH2:1][CH3:2])[CH:4]=3)[O:9][C:8](=[O:13])[CH:7]=2)[CH2:16][CH2:17]1. Given the reactants [CH2:1]([C:3]1[CH:4]=[C:5]2[C:10](=[CH:11][CH:12]=1)[O:9][C:8](=[O:13])[CH:7]=[C:6]2[NH:14][CH:15]1[CH2:20][CH2:19][NH:18][CH2:17][CH2:16]1)[CH3:2].[CH3:21][C:22]1[CH:23]=[C:24]([CH:27]=[CH:28][C:29]=1[CH3:30])[CH:25]=O.N, predict the reaction product. (6) Given the reactants C(N(CC)CC)C.C(C1C=C(NC(=O)OC2C=CC([N+]([O-])=O)=CC=2)N(C2C=CC(C)=CC=2)N=1)(C)(C)C.[CH2:37]([N:44]1[C:49]([CH3:50])=[CH:48][C:47]([O:51][CH2:52][C:53]2[CH:79]=[CH:78][CH:77]=[CH:76][C:54]=2[CH2:55][NH:56][C:57]([NH:59][C:60]2[N:64]([C:65]3[CH:70]=[CH:69][CH:68]=[C:67](F)[CH:66]=3)[N:63]=[C:62]([C:72]([CH3:75])([CH3:74])[CH3:73])[CH:61]=2)=[O:58])=[C:46]([Br:80])[C:45]1=[O:81])[C:38]1[CH:43]=[CH:42][CH:41]=[CH:40][CH:39]=1, predict the reaction product. The product is: [CH2:37]([N:44]1[C:49]([CH3:50])=[CH:48][C:47]([O:51][CH2:52][C:53]2[CH:79]=[CH:78][CH:77]=[CH:76][C:54]=2[CH2:55][NH:56][C:57]([NH:59][C:60]2[N:64]([C:65]3[CH:66]=[CH:67][CH:68]=[CH:69][CH:70]=3)[N:63]=[C:62]([C:72]([CH3:74])([CH3:75])[CH3:73])[CH:61]=2)=[O:58])=[C:46]([Br:80])[C:45]1=[O:81])[C:38]1[CH:43]=[CH:42][CH:41]=[CH:40][CH:39]=1. (7) The product is: [CH3:9][O:10][C:11]1[CH:25]=[CH:24][C:14]([CH2:15][C:16]2[C:17](=[O:18])[NH:4][C:2]([CH3:3])=[N:5][C:21]=2[CH3:23])=[CH:13][CH:12]=1. Given the reactants Cl.[C:2]([NH2:5])(=[NH:4])[CH3:3].C[O-].[Na+].[CH3:9][O:10][C:11]1[CH:25]=[CH:24][C:14]([CH2:15][CH:16]([C:21]([CH3:23])=O)[C:17](OC)=[O:18])=[CH:13][CH:12]=1.O, predict the reaction product. (8) Given the reactants [CH:1]([O:4][CH2:5][CH2:6][NH:7][S:8]([NH:11][C:12](=[O:56])[O:13][CH2:14][CH2:15][CH2:16][C:17]1[CH:22]=[CH:21][C:20]([O:23][CH2:24][CH2:25][O:26][Si](C(C)(C)C)(C2C=CC=CC=2)C2C=CC=CC=2)=[CH:19][C:18]=1[O:44][C:45]1[C:50]([Cl:51])=[CH:49][C:48]([C:52]([F:55])([F:54])[F:53])=[CH:47][N:46]=1)(=[O:10])=[O:9])([CH3:3])[CH3:2].[F-].C([N+](CCCC)(CCCC)CCCC)CCC.O, predict the reaction product. The product is: [CH:1]([O:4][CH2:5][CH2:6][NH:7][S:8]([NH:11][C:12](=[O:56])[O:13][CH2:14][CH2:15][CH2:16][C:17]1[CH:22]=[CH:21][C:20]([O:23][CH2:24][CH2:25][OH:26])=[CH:19][C:18]=1[O:44][C:45]1[C:50]([Cl:51])=[CH:49][C:48]([C:52]([F:53])([F:55])[F:54])=[CH:47][N:46]=1)(=[O:10])=[O:9])([CH3:3])[CH3:2]. (9) The product is: [CH3:1][O:2][C@H:3]([C@@H:8]([CH3:16])[C@@H:9]([O:14][CH3:15])/[CH:10]=[CH:11]/[CH:12]=[CH2:13])[C@@H:4]([CH3:7])[C:5]([OH:23])=[O:6]. Given the reactants [CH3:1][O:2][C@H:3]([C@@H:8]([CH3:16])[C@@H:9]([O:14][CH3:15])/[CH:10]=[CH:11]/[CH:12]=[CH2:13])[C@@H:4]([CH3:7])[CH:5]=[O:6].CC(=CC)C.Cl([O-])=[O:23].[Na+].P([O-])(O)(O)=O.[Na+].Cl, predict the reaction product. (10) Given the reactants [C:1]([O:5][C:6]([NH:8][C@@H:9]([C@H:22]([CH2:30][O:31][CH3:32])[CH2:23][CH:24]([CH3:29])[CH2:25][CH2:26][CH:27]=[CH2:28])[C:10]([N:12]1[CH2:16][C@H:15]([OH:17])[CH2:14][C@H:13]1[C:18]([O:20]C)=[O:19])=[O:11])=[O:7])([CH3:4])([CH3:3])[CH3:2].CO.[Li+].[OH-], predict the reaction product. The product is: [C:1]([O:5][C:6]([NH:8][C@@H:9]([C@H:22]([CH2:30][O:31][CH3:32])[CH2:23][CH:24]([CH3:29])[CH2:25][CH2:26][CH:27]=[CH2:28])[C:10]([N:12]1[CH2:16][C@H:15]([OH:17])[CH2:14][C@H:13]1[C:18]([OH:20])=[O:19])=[O:11])=[O:7])([CH3:2])([CH3:4])[CH3:3].